From a dataset of Forward reaction prediction with 1.9M reactions from USPTO patents (1976-2016). Predict the product of the given reaction. (1) Given the reactants [OH:1][CH2:2][C:3]([NH:6][C:7]1[S:8][CH:9]=[C:10]([C:12]2[CH:19]=[CH:18][C:15]([C:16]#[N:17])=[CH:14][CH:13]=2)[N:11]=1)([CH3:5])[CH3:4].BrCC(C1C=CC([C:28]#[N:29])=CC=1)=O.C1N=CN(C(N2C=NC=C2)=N)C=1, predict the reaction product. The product is: [NH:29]=[C:28]1[N:6]([C:7]2[S:8][CH:9]=[C:10]([C:12]3[CH:13]=[CH:14][C:15]([C:16]#[N:17])=[CH:18][CH:19]=3)[N:11]=2)[C:3]([CH3:5])([CH3:4])[CH2:2][O:1]1. (2) Given the reactants Br[C:2]1[CH:11]=[CH:10][C:5]([C:6]([O:8][CH3:9])=[O:7])=[CH:4][C:3]=1[O:12][CH3:13].C(=O)([O-])[O-].[Na+].[Na+].[CH:20]([O:22]CCCC)=[CH2:21], predict the reaction product. The product is: [C:20]([C:2]1[CH:11]=[CH:10][C:5]([C:6]([O:8][CH3:9])=[O:7])=[CH:4][C:3]=1[O:12][CH3:13])(=[O:22])[CH3:21].